From a dataset of Retrosynthesis with 50K atom-mapped reactions and 10 reaction types from USPTO. Predict the reactants needed to synthesize the given product. (1) Given the product CN1CCC(c2c[nH]c3ccc(-c4nc5ccccc5[nH]4)cc23)CC1, predict the reactants needed to synthesize it. The reactants are: CN1CCC(c2c[nH]c3ccc(B(O)O)cc23)CC1.Clc1nc2ccccc2[nH]1. (2) Given the product C=C(C)OC(=O)Nc1cc(-c2cc3cnc(SC)nc3nc2C)c(Br)cc1F, predict the reactants needed to synthesize it. The reactants are: C=C(C)OC(=O)Cl.CSc1ncc2cc(-c3cc(N)c(F)cc3Br)c(C)nc2n1. (3) The reactants are: CC(C)(C)OC(=O)NC1CCCCCC=CC2CC2(C(=O)NS(=O)(=O)C2CC2)NC(=O)C2CC(O)CN2C1=O.O=C(Cl)c1ccc2c(c1)OCO2. Given the product CC(C)(C)OC(=O)NC1CCCCCC=CC2CC2(C(=O)NS(=O)(=O)C2CC2)NC(=O)C2CC(OC(=O)c3ccc4c(c3)OCO4)CN2C1=O, predict the reactants needed to synthesize it. (4) Given the product O=C(CCc1cccc(C(F)(F)F)c1)NNC(=O)c1ccc2ncsc2c1, predict the reactants needed to synthesize it. The reactants are: NNC(=O)CCc1cccc(C(F)(F)F)c1.O=C(O)c1ccc2ncsc2c1. (5) The reactants are: CC(=O)NC(C)(C)c1cccc(C(F)(F)F)n1. Given the product CC(C)(N)c1cccc(C(F)(F)F)n1, predict the reactants needed to synthesize it. (6) Given the product CCOC(=O)c1sc(-c2ccc(O)cc2C)nc1C(C)C, predict the reactants needed to synthesize it. The reactants are: CCOC(=O)c1sc(Br)nc1C(C)C.Cc1cc(O)ccc1B1OC(C)(C)C(C)(C)O1. (7) Given the product Nc1cc(F)c(O)c(F)c1, predict the reactants needed to synthesize it. The reactants are: O=[N+]([O-])c1cc(F)c(O)c(F)c1. (8) Given the product CCOC(=O)CCC(=O)NCc1ccc(N)cc1, predict the reactants needed to synthesize it. The reactants are: CCOC(=O)CCC(=O)NCc1ccc([N+](=O)[O-])cc1.